Dataset: Forward reaction prediction with 1.9M reactions from USPTO patents (1976-2016). Task: Predict the product of the given reaction. Given the reactants [F:1][C:2]1[CH:7]=[C:6]([S:8]([CH3:11])(=[O:10])=[O:9])[CH:5]=[C:4]([F:12])[C:3]=1[NH:13][C@H:14]1[CH2:19][CH2:18][CH2:17][N:16]([CH:20]2[CH2:25][CH2:24][N:23](C(OC(C)(C)C)=O)[CH2:22][CH2:21]2)[C:15]1=[O:33].C(O)(C(F)(F)F)=O, predict the reaction product. The product is: [F:12][C:4]1[CH:5]=[C:6]([S:8]([CH3:11])(=[O:10])=[O:9])[CH:7]=[C:2]([F:1])[C:3]=1[NH:13][C@H:14]1[CH2:19][CH2:18][CH2:17][N:16]([CH:20]2[CH2:21][CH2:22][NH:23][CH2:24][CH2:25]2)[C:15]1=[O:33].